Dataset: Full USPTO retrosynthesis dataset with 1.9M reactions from patents (1976-2016). Task: Predict the reactants needed to synthesize the given product. (1) The reactants are: C([N:4]1[C:8]2[N:9]=[C:10]([NH:14][C:15](=[O:17])[CH3:16])[N:11]=[C:12]([Cl:13])[C:7]=2[C:6]([CH2:18][CH2:19][O:20][Si:21]([C:34]([CH3:37])([CH3:36])[CH3:35])([C:28]2[CH:33]=[CH:32][CH:31]=[CH:30][CH:29]=2)[C:22]2[CH:27]=[CH:26][CH:25]=[CH:24][CH:23]=2)=[CH:5]1)(=O)C.CCCCCC. Given the product [C:34]([Si:21]([C:28]1[CH:33]=[CH:32][CH:31]=[CH:30][CH:29]=1)([C:22]1[CH:27]=[CH:26][CH:25]=[CH:24][CH:23]=1)[O:20][CH2:19][CH2:18][C:6]1[C:7]2[C:12]([Cl:13])=[N:11][C:10]([NH:14][C:15](=[O:17])[CH3:16])=[N:9][C:8]=2[NH:4][CH:5]=1)([CH3:35])([CH3:36])[CH3:37], predict the reactants needed to synthesize it. (2) Given the product [Cl:35][C:32]1[CH:33]=[C:34]2[C:29](=[CH:30][CH:31]=1)[N:28]=[CH:27][CH:26]=[C:25]2[CH2:24][N:14]1[C:15]([C:16]2[N:20]([CH3:21])[CH:19]=[C:18]([C:22]#[N:23])[CH:17]=2)=[C:3]2[C:2]3[N:7]([C:36]([CH3:46])=[CH:37][N:1]=3)[C:6](=[O:8])[N:5]([CH2:9][CH:10]3[CH2:12][CH2:11]3)[C:4]2=[N:13]1, predict the reactants needed to synthesize it. The reactants are: [NH2:1][C:2]1[C:3]2[C:4](=[N:13][N:14]([CH2:24][C:25]3[C:34]4[C:29](=[CH:30][CH:31]=[C:32]([Cl:35])[CH:33]=4)[N:28]=[CH:27][CH:26]=3)[C:15]=2[C:16]2[N:20]([CH3:21])[CH:19]=[C:18]([C:22]#[N:23])[CH:17]=2)[N:5]([CH2:9][CH:10]2[CH2:12][CH2:11]2)[C:6](=[O:8])[N:7]=1.[CH2:36]1[CH2:46]CN2C(=NCCC2)C[CH2:37]1.ClCC(=O)C.O. (3) Given the product [Cl:20][C:15]1[C:14]2[C:9](=[CH:10][CH:11]=[CH:12][CH:13]=2)[N:8]=[C:7]([C:4]2[CH:5]=[CH:6][N:1]=[CH:2][CH:3]=2)[N:16]=1, predict the reactants needed to synthesize it. The reactants are: [N:1]1[CH:6]=[CH:5][C:4]([C:7]2[NH:16][C:15](=O)[C:14]3[C:9](=[CH:10][CH:11]=[CH:12][CH:13]=3)[N:8]=2)=[CH:3][CH:2]=1.P(Cl)(Cl)([Cl:20])=O.